Dataset: Catalyst prediction with 721,799 reactions and 888 catalyst types from USPTO. Task: Predict which catalyst facilitates the given reaction. (1) Reactant: [CH3:1][C:2]([CH3:18])([CH3:17])[CH2:3][NH:4][C:5]([CH2:7][CH2:8][C:9]1[CH:16]=[CH:15][C:12]([C:13]#[N:14])=[CH:11][CH:10]=1)=[O:6]. Product: [CH3:1][C:2]([CH3:18])([CH3:17])[CH2:3][NH:4][C:5]([CH2:7][CH2:8][C:9]1[CH:10]=[CH:11][C:12]([CH2:13][NH2:14])=[CH:15][CH:16]=1)=[O:6]. The catalyst class is: 750. (2) Reactant: C([O:3][C:4]([C:6]1[CH:7]=[N:8][C:9]2[C:14]([CH:15]=1)=[C:13]([C:16]1[CH:21]=[CH:20][C:19]([Cl:22])=[CH:18][CH:17]=1)[CH:12]=[N:11][CH:10]=2)=[O:5])C.O1CCOCC1.[OH-].[Li+]. Product: [Cl:22][C:19]1[CH:18]=[CH:17][C:16]([C:13]2[CH:12]=[N:11][CH:10]=[C:9]3[C:14]=2[CH:15]=[C:6]([C:4]([OH:5])=[O:3])[CH:7]=[N:8]3)=[CH:21][CH:20]=1. The catalyst class is: 6. (3) Reactant: [CH3:1][O:2][C:3]1[CH:4]=[C:5]2[C:10](=[CH:11][C:12]=1[O:13][CH3:14])[N:9]=[CH:8][CH:7]=[C:6]2[O:15][C:16]1[CH:22]=[CH:21][C:19]([NH2:20])=[C:18]([CH3:23])[CH:17]=1.C(N(CC)CC)C.ClC(Cl)(O[C:35](=[O:41])OC(Cl)(Cl)Cl)Cl.[CH3:43][C:44]1[N:45]=[C:46]([CH:50]([NH2:52])[CH3:51])[S:47][C:48]=1[CH3:49]. Product: [CH3:1][O:2][C:3]1[CH:4]=[C:5]2[C:10](=[CH:11][C:12]=1[O:13][CH3:14])[N:9]=[CH:8][CH:7]=[C:6]2[O:15][C:16]1[CH:22]=[CH:21][C:19]([NH:20][C:35]([NH:52][CH:50]([C:46]2[S:47][C:48]([CH3:49])=[C:44]([CH3:43])[N:45]=2)[CH3:51])=[O:41])=[C:18]([CH3:23])[CH:17]=1. The catalyst class is: 22. (4) Reactant: [BH4-].[Li+].[CH3:3][CH:4]1[CH2:8][CH2:7][CH2:6][N:5]1[CH2:9][CH2:10][CH2:11][O:12][C:13]1[CH:18]=[CH:17][C:16]([N:19]2[C:23](=[O:24])[CH2:22][CH:21]([C:25](OC)=[O:26])[CH2:20]2)=[CH:15][CH:14]=1.Cl.[OH-].[Na+]. Product: [OH:26][CH2:25][CH:21]1[CH2:20][N:19]([C:16]2[CH:15]=[CH:14][C:13]([O:12][CH2:11][CH2:10][CH2:9][N:5]3[CH2:6][CH2:7][CH2:8][CH:4]3[CH3:3])=[CH:18][CH:17]=2)[C:23](=[O:24])[CH2:22]1. The catalyst class is: 83. (5) Reactant: [CH3:1][C:2]1[C:7]([C:8]([O:10][CH3:11])=[O:9])=[CH:6][CH:5]=[CH:4][N:3]=1.C1C=C(Cl)C=C(C(OO)=[O:20])C=1. Product: [CH3:1][C:2]1[C:7]([C:8]([O:10][CH3:11])=[O:9])=[CH:6][CH:5]=[CH:4][N+:3]=1[O-:20]. The catalyst class is: 2. (6) Product: [ClH:11].[CH3:27][N:24]1[CH2:25][CH2:26][N:21]([S:18]([C:15]2[CH:14]=[CH:13][C:12]([C:3]3[C:4]4[C:9](=[CH:8][CH:7]=[CH:6][CH:5]=4)[NH:1][C:2]=3[OH:10])=[N:17][CH:16]=2)(=[O:19])=[O:20])[CH2:22][CH2:23]1. Reactant: [NH:1]1[C:9]2[C:4](=[CH:5][CH:6]=[CH:7][CH:8]=2)[CH2:3][C:2]1=[O:10].[Cl:11][C:12]1[N:17]=[CH:16][C:15]([S:18]([N:21]2[CH2:26][CH2:25][N:24]([CH3:27])[CH2:23][CH2:22]2)(=[O:20])=[O:19])=[CH:14][CH:13]=1.[H-].[Na+].C(=O)([O-])O.[Na+]. The catalyst class is: 9.